This data is from Catalyst prediction with 721,799 reactions and 888 catalyst types from USPTO. The task is: Predict which catalyst facilitates the given reaction. (1) Reactant: [NH2:1][C:2]1[CH:10]=[C:9]([Br:11])[CH:8]=[CH:7][C:3]=1[C:4]([OH:6])=O.[CH3:12][CH:13]1[CH2:18][NH:17][C:16](=O)[CH2:15][N:14]1[C:20]([O:22][CH2:23][CH:24]1[C:36]2[CH:35]=[CH:34][CH:33]=[CH:32][C:31]=2[C:30]2[C:25]1=[CH:26][CH:27]=[CH:28][CH:29]=2)=[O:21].P(Cl)(Cl)(Cl)=O. Product: [Br:11][C:9]1[CH:10]=[C:2]2[C:3]([C:4](=[O:6])[N:17]3[CH2:18][CH:13]([CH3:12])[N:14]([C:20]([O:22][CH2:23][CH:24]4[C:36]5[CH:35]=[CH:34][CH:33]=[CH:32][C:31]=5[C:30]5[C:25]4=[CH:26][CH:27]=[CH:28][CH:29]=5)=[O:21])[CH2:15][C:16]3=[N:1]2)=[CH:7][CH:8]=1. The catalyst class is: 12. (2) Reactant: [Si:1](Cl)([C:4]([CH3:7])([CH3:6])[CH3:5])([CH3:3])[CH3:2].[CH3:9][O:10][C:11](=[O:42])[C:12]1[CH:17]=[CH:16][C:15]([CH2:18][C@@H:19]2[CH2:24][NH:23][CH2:22][CH2:21][N:20]2[C:25](=[O:40])[C:26]2[CH:31]=[C:30]([C:32]([F:35])([F:34])[F:33])[CH:29]=[C:28]([C:36]([F:39])([F:38])[F:37])[CH:27]=2)=[CH:14][C:13]=1[OH:41].C(N(CC)CC)C.O. Product: [CH3:9][O:10][C:11](=[O:42])[C:12]1[CH:17]=[CH:16][C:15]([CH2:18][C@@H:19]2[CH2:24][NH:23][CH2:22][CH2:21][N:20]2[C:25](=[O:40])[C:26]2[CH:27]=[C:28]([C:36]([F:37])([F:38])[F:39])[CH:29]=[C:30]([C:32]([F:35])([F:33])[F:34])[CH:31]=2)=[CH:14][C:13]=1[O:41][Si:1]([C:4]([CH3:7])([CH3:6])[CH3:5])([CH3:3])[CH3:2]. The catalyst class is: 119. (3) Reactant: [CH3:1][C:2]1[CH:3]=[C:4]([CH:9]=[C:10]([CH3:24])[C:11]=1[O:12][C:13]1[CH:18]=[CH:17][C:16]([O:19][CH3:20])=[C:15]([CH:21]([CH3:23])[CH3:22])[CH:14]=1)[C:5]([O:7]C)=[O:6].[OH-].[Na+].Cl. Product: [CH:21]([C:15]1[CH:14]=[C:13]([CH:18]=[CH:17][C:16]=1[O:19][CH3:20])[O:12][C:11]1[C:2]([CH3:1])=[CH:3][C:4]([C:5]([OH:7])=[O:6])=[CH:9][C:10]=1[CH3:24])([CH3:23])[CH3:22]. The catalyst class is: 5. (4) Product: [N:1]1[C:10]2[C:5](=[CH:6][C:7]([O:11][C:19](=[O:20])[NH:18][CH2:12][CH2:13][CH2:14][CH2:15][CH2:16][CH3:17])=[CH:8][CH:9]=2)[CH:4]=[CH:3][CH:2]=1. Reactant: [N:1]1[C:10]2[C:5](=[CH:6][C:7]([OH:11])=[CH:8][CH:9]=2)[CH:4]=[CH:3][CH:2]=1.[CH2:12]([N:18]=[C:19]=[O:20])[CH2:13][CH2:14][CH2:15][CH2:16][CH3:17].N1C=CC=CC=1. The catalyst class is: 12. (5) Reactant: [NH2:1][CH2:2][C:3]1[CH:4]=[CH:5][C:6]([F:30])=[C:7]([C:9]2[CH:14]=[CH:13][CH:12]=[C:11]([CH2:15][N:16]3[CH2:21][CH2:20][N:19](C(OC(C)(C)C)=O)[C@@H:18]([CH3:29])[CH2:17]3)[CH:10]=2)[CH:8]=1.[C:31](Cl)(=[O:38])[C:32]1[CH:37]=[CH:36][CH:35]=[CH:34][CH:33]=1.C(O)(C(F)(F)F)=O. Product: [F:30][C:6]1[C:7]([C:9]2[CH:14]=[CH:13][CH:12]=[C:11]([CH2:15][N:16]3[CH2:21][CH2:20][NH:19][C@@H:18]([CH3:29])[CH2:17]3)[CH:10]=2)=[CH:8][C:3]([CH2:2][NH:1][C:31](=[O:38])[C:32]2[CH:37]=[CH:36][CH:35]=[CH:34][CH:33]=2)=[CH:4][CH:5]=1. The catalyst class is: 2. (6) Reactant: S(=O)(O)[O-].[Na+].[Br:6][C:7]1[CH:12]=[CH:11][C:10]([NH:13][C:14](=[O:30])[C:15]2[CH:20]=[CH:19][CH:18]=[C:17]([S:21]([N:24]3[CH2:29][CH2:28][O:27][CH2:26][CH2:25]3)(=[O:23])=[O:22])[CH:16]=2)=[C:9]([CH:31]=O)[CH:8]=1.[NH2:33][C:34]1[CH:39]=[CH:38][CH:37]=[CH:36][C:35]=1[S:40]([NH2:43])(=[O:42])=[O:41].O. Product: [Br:6][C:7]1[CH:12]=[CH:11][C:10]([NH:13][C:14](=[O:30])[C:15]2[CH:20]=[CH:19][CH:18]=[C:17]([S:21]([N:24]3[CH2:29][CH2:28][O:27][CH2:26][CH2:25]3)(=[O:22])=[O:23])[CH:16]=2)=[C:9]([C:31]2[NH:43][S:40](=[O:41])(=[O:42])[C:35]3[CH:36]=[CH:37][CH:38]=[CH:39][C:34]=3[N:33]=2)[CH:8]=1. The catalyst class is: 44.